This data is from Forward reaction prediction with 1.9M reactions from USPTO patents (1976-2016). The task is: Predict the product of the given reaction. (1) Given the reactants [F:1][C:2]1[CH:7]=[CH:6][C:5]([S:8]([N:11]([CH2:15][C:16]([OH:18])=O)[CH:12]([CH3:14])[CH3:13])(=[O:10])=[O:9])=[CH:4][CH:3]=1.[CH3:19][N:20](C(ON1N=NC2C=CC=NC1=2)=[N+](C)C)C.F[P-](F)(F)(F)(F)F.CCN(C(C)C)C(C)C.[F:52][C:53]([F:69])([F:68])[C:54]1[N:59]=[CH:58][C:57]([C:60]2[CH:65]=[C:64](NC)[CH:63]=[CH:62][N:61]=2)=[CH:56][CH:55]=1, predict the reaction product. The product is: [F:1][C:2]1[CH:3]=[CH:4][C:5]([S:8]([N:11]([CH:12]([CH3:13])[CH3:14])[CH2:15][C:16]([NH:20][CH2:19][C:64]2[CH:63]=[CH:62][N:61]=[C:60]([C:57]3[CH:58]=[N:59][C:54]([C:53]([F:52])([F:68])[F:69])=[CH:55][CH:56]=3)[CH:65]=2)=[O:18])(=[O:9])=[O:10])=[CH:6][CH:7]=1. (2) Given the reactants [ClH:1].[CH3:2][CH:3]([C:5]1[NH:9][C:8]2[CH2:10][CH2:11][CH2:12][C:13](=[O:14])[C:7]=2[N:6]=1)[CH3:4].[Br-].[CH3:16][CH:17]1[CH2:21][CH2:20][CH2:19]O1.[ClH:22].C[CH:24](O)[CH3:25], predict the reaction product. The product is: [ClH:1].[Cl:1][C:20]1[CH:21]=[C:17]([CH2:16][N:6]2[C:7]3[C:13](=[O:14])[CH2:12][CH2:11][CH2:10][C:8]=3[N:9]=[C:5]2[CH:3]([CH3:2])[CH3:4])[CH:24]=[CH:25][C:19]=1[Cl:22].